From a dataset of Forward reaction prediction with 1.9M reactions from USPTO patents (1976-2016). Predict the product of the given reaction. (1) The product is: [NH2:21][CH2:2][CH:3]([C:5]1[CH:10]=[CH:9][N:8]=[C:7]([C:11]2[C:12]3[CH:19]=[CH:18][CH:17]=[C:16]([F:20])[C:13]=3[S:14][CH:15]=2)[N:6]=1)[OH:4]. Given the reactants Br[CH2:2][CH:3]([C:5]1[CH:10]=[CH:9][N:8]=[C:7]([C:11]2[C:12]3[CH:19]=[CH:18][CH:17]=[C:16]([F:20])[C:13]=3[S:14][CH:15]=2)[N:6]=1)[OH:4].[NH3:21], predict the reaction product. (2) Given the reactants [C:1]([N:8]1[C@@:12]([CH3:16])([C:13]([OH:15])=O)[CH2:11][O:10][C:9]1([CH3:18])[CH3:17])([O:3][C:4]([CH3:7])([CH3:6])[CH3:5])=[O:2].CN(C(ON1N=NC2C=CC=NC1=2)=[N+](C)C)C.F[P-](F)(F)(F)(F)F.CCN(C(C)C)C(C)C.[CH2:52]([O:59][C:60]1[CH:61]=[C:62]([S:66][C:67]2[CH:76]=[CH:75][C:70]([C:71]([NH:73][NH2:74])=[O:72])=[CH:69][C:68]=2[C:77]([F:80])([F:79])[F:78])[CH:63]=[CH:64][CH:65]=1)[C:53]1[CH:58]=[CH:57][CH:56]=[CH:55][CH:54]=1, predict the reaction product. The product is: [CH2:52]([O:59][C:60]1[CH:61]=[C:62]([S:66][C:67]2[CH:76]=[CH:75][C:70]([C:71]([NH:73][NH:74][C:13]([C@@:12]3([CH3:16])[CH2:11][O:10][C:9]([CH3:18])([CH3:17])[N:8]3[C:1]([O:3][C:4]([CH3:5])([CH3:6])[CH3:7])=[O:2])=[O:15])=[O:72])=[CH:69][C:68]=2[C:77]([F:80])([F:78])[F:79])[CH:63]=[CH:64][CH:65]=1)[C:53]1[CH:54]=[CH:55][CH:56]=[CH:57][CH:58]=1. (3) Given the reactants Cl.[N+:2]([C:5]1[CH:10]=[CH:9][CH:8]=[CH:7][C:6]=1[S:11]([N:14]1[CH2:19][CH2:18][NH:17][CH2:16][C:15]1=[O:20])(=[O:13])=[O:12])([O-:4])=[O:3].[CH:21]([O:34][C:35]([NH:37][C:38]1[CH:43]=[CH:42][N:41]([CH2:44][C:45](O)=[O:46])[C:40](=[O:48])[N:39]=1)=[O:36])([C:28]1[CH:33]=[CH:32][CH:31]=[CH:30][CH:29]=1)[C:22]1[CH:27]=[CH:26][CH:25]=[CH:24][CH:23]=1, predict the reaction product. The product is: [CH:21]([O:34][C:35]([NH:37][C:38]1[CH:43]=[CH:42][N:41]([CH2:44][C:45]([N:17]2[CH2:18][CH2:19][N:14]([S:11]([C:6]3[CH:7]=[CH:8][CH:9]=[CH:10][C:5]=3[N+:2]([O-:4])=[O:3])(=[O:12])=[O:13])[C:15](=[O:20])[CH2:16]2)=[O:46])[C:40](=[O:48])[N:39]=1)=[O:36])([C:22]1[CH:23]=[CH:24][CH:25]=[CH:26][CH:27]=1)[C:28]1[CH:33]=[CH:32][CH:31]=[CH:30][CH:29]=1. (4) The product is: [C:35]([O:38][C:39]1[CH:40]=[C:41]([CH:45]=[CH:46][CH:47]=1)[C:42]([NH:70][C:63]1[C:62]([CH3:71])=[C:61]([C:59]([C:56]2[CH:57]=[CH:58][C:49]([NH2:48])=[C:50]([CH:55]=2)[C:51]([O:53][CH3:54])=[O:52])=[O:60])[N:69]2[C:64]=1[CH:65]=[CH:66][CH:67]=[CH:68]2)=[O:44])(=[O:37])[CH3:36]. Given the reactants C(N(CC)CC)C.F[P-](F)(F)(F)(F)F.N1(O[P+](N(C)C)(N(C)C)N(C)C)C2C=CC=CC=2N=N1.[C:35]([O:38][C:39]1[CH:40]=[C:41]([CH:45]=[CH:46][CH:47]=1)[C:42]([OH:44])=O)(=[O:37])[CH3:36].[NH2:48][C:49]1[CH:58]=[CH:57][C:56]([C:59]([C:61]2[N:69]3[C:64]([CH:65]=[CH:66][CH:67]=[CH:68]3)=[C:63]([NH2:70])[C:62]=2[CH3:71])=[O:60])=[CH:55][C:50]=1[C:51]([O:53][CH3:54])=[O:52], predict the reaction product. (5) Given the reactants [N:1]([CH2:4][C:5]1[CH:6]=[N:7][C:8]([CH3:11])=[N:9][CH:10]=1)=[N+]=[N-].C(OCC)(=O)C, predict the reaction product. The product is: [CH3:11][C:8]1[N:9]=[CH:10][C:5]([CH2:4][NH2:1])=[CH:6][N:7]=1. (6) Given the reactants [N:1]([CH2:4][C:5]1[O:6][C:7]([C:10]2[CH:15]=[CH:14][C:13]([Br:16])=[CH:12][CH:11]=2)=[N:8][N:9]=1)=[N+]=[N-].C1C=CC(P(C2C=CC=CC=2)C2C=CC=CC=2)=CC=1.CCN(CC)CC.C(=O)(OC(C)(C)C)[O:44][C:45]([O:47][C:48]([CH3:51])([CH3:50])[CH3:49])=O, predict the reaction product. The product is: [Br:16][C:13]1[CH:14]=[CH:15][C:10]([C:7]2[O:6][C:5]([CH2:4][NH:1][C:45](=[O:44])[O:47][C:48]([CH3:51])([CH3:50])[CH3:49])=[N:9][N:8]=2)=[CH:11][CH:12]=1. (7) Given the reactants [CH3:1][C:2]1[C:6]([CH2:7][O:8][C:9]2[CH:25]=[CH:24][C:12]([CH2:13][O:14][C:15]3[C:20]([CH2:21][C:22]#N)=[CH:19][CH:18]=[CH:17][N:16]=3)=[CH:11][CH:10]=2)=[CH:5][N:4]([C:26]2[CH:31]=[CH:30][CH:29]=[CH:28][N:27]=2)[N:3]=1.C(O)C.[OH-:35].[Na+].Cl.[OH2:38], predict the reaction product. The product is: [CH3:1][C:2]1[C:6]([CH2:7][O:8][C:9]2[CH:25]=[CH:24][C:12]([CH2:13][O:14][C:15]3[C:20]([CH2:21][C:22]([OH:38])=[O:35])=[CH:19][CH:18]=[CH:17][N:16]=3)=[CH:11][CH:10]=2)=[CH:5][N:4]([C:26]2[CH:31]=[CH:30][CH:29]=[CH:28][N:27]=2)[N:3]=1. (8) Given the reactants [CH2:1]([O:3][C:4]1[C:16]2[C:15](=O)[O:14][C:13](=[O:18])[C:12]=2[C:11]([O:19][CH2:20][CH3:21])=[C:10]2[C:5]=1[CH:6]=[CH:7][CH:8]=[CH:9]2)[CH3:2].[NH2:22][C:23]1[CH:28]=[CH:27][C:26]([CH2:29][C:30]([O:32][CH2:33][CH3:34])=[O:31])=[CH:25][C:24]=1[F:35], predict the reaction product. The product is: [CH2:20]([O:19][C:11]1[C:12]2[C:13](=[O:18])[N:22]([C:23]3[CH:28]=[CH:27][C:26]([CH2:29][C:30]([O:32][CH2:33][CH3:34])=[O:31])=[CH:25][C:24]=3[F:35])[C:15](=[O:14])[C:16]=2[C:4]([O:3][CH2:1][CH3:2])=[C:5]2[CH:6]=[CH:7][CH:8]=[CH:9][C:10]=12)[CH3:21]. (9) Given the reactants [Cl:1][C:2]1[CH:7]=[CH:6][C:5]([C:8]2[C:17]3[C:12](=[CH:13][CH:14]=[C:15]([C:18]([NH2:20])=[O:19])[CH:16]=3)[CH:11]=[N:10][CH:9]=2)=[CH:4][CH:3]=1.Cl.O1CCOCC1, predict the reaction product. The product is: [ClH:1].[Cl:1][C:2]1[CH:3]=[CH:4][C:5]([C:8]2[C:17]3[C:12](=[CH:13][CH:14]=[C:15]([C:18]([NH2:20])=[O:19])[CH:16]=3)[CH:11]=[N:10][CH:9]=2)=[CH:6][CH:7]=1.